Dataset: Forward reaction prediction with 1.9M reactions from USPTO patents (1976-2016). Task: Predict the product of the given reaction. (1) Given the reactants [CH3:1][C:2]1[CH:3]=[C:4]([CH2:14][N:15]2[CH:28]=[C:18]3[C:19]([C:23](OCC)=[O:24])=[N:20][CH:21]=[CH:22][C:17]3=[N:16]2)[CH:5]=[N:6][C:7]=1[O:8][CH2:9][C:10]([F:13])([F:12])[F:11].[NH2:29][CH2:30][CH2:31][OH:32], predict the reaction product. The product is: [OH:32][CH2:31][CH2:30][NH:29][C:23]([C:19]1[C:18]2=[CH:28][N:15]([CH2:14][C:4]3[CH:5]=[N:6][C:7]([O:8][CH2:9][C:10]([F:13])([F:11])[F:12])=[C:2]([CH3:1])[CH:3]=3)[N:16]=[C:17]2[CH:22]=[CH:21][N:20]=1)=[O:24]. (2) Given the reactants [C:1]([C:3]([C:16]1[CH:21]=[CH:20][C:19]([N+:22]([O-:24])=[O:23])=[CH:18][CH:17]=1)([CH2:10][CH2:11][C:12]([O:14][CH3:15])=[O:13])[CH2:4][CH2:5][C:6]([O:8]C)=O)#[N:2].[H-].[Na+], predict the reaction product. The product is: [C:1]([C:3]1([C:16]2[CH:17]=[CH:18][C:19]([N+:22]([O-:24])=[O:23])=[CH:20][CH:21]=2)[CH2:10][CH:11]([C:12]([O:14][CH3:15])=[O:13])[C:6](=[O:8])[CH2:5][CH2:4]1)#[N:2]. (3) Given the reactants C([SiH]([CH2:6][CH3:7])CC)C.[C:8]([C:13]1C=CC=[C:18]2[C:14]=1[CH2:15][C:16](=[O:22])[NH:17]2)(=O)[CH2:9][CH2:10][CH3:11].F[C:24](F)(F)C(O)=O, predict the reaction product. The product is: [CH2:9]([C:8]1[CH:13]=[C:14]2[C:18](=[CH:6][CH:7]=1)[NH:17][C:16](=[O:22])[CH2:15]2)[CH2:10][CH2:11][CH3:24]. (4) Given the reactants [Cl:1][C:2]1[N:3]=[C:4]([N:18]2[CH2:23][CH2:22][O:21][CH2:20][CH2:19]2)[C:5]2[S:10][C:9]([CH:11]=[C:12]3[CH2:17][CH2:16][NH:15][CH2:14][CH2:13]3)=[CH:8][C:6]=2[N:7]=1.[CH:24](O)=O.C=O, predict the reaction product. The product is: [Cl:1][C:2]1[N:3]=[C:4]([N:18]2[CH2:23][CH2:22][O:21][CH2:20][CH2:19]2)[C:5]2[S:10][C:9]([CH:11]=[C:12]3[CH2:13][CH2:14][N:15]([CH3:24])[CH2:16][CH2:17]3)=[CH:8][C:6]=2[N:7]=1. (5) Given the reactants [CH2:1]([O:8][C:9]([N:11]([CH2:32][C:33]([N:35]1[CH2:39][C@@H:38]([F:40])[CH2:37][C@H:36]1[C:41]#[N:42])=[O:34])[C:12]12[CH2:19][CH2:18][C:15]([C:20]([O:22]N3C4C=CC=CC=4N=N3)=O)([CH2:16][CH2:17]1)[CH2:14][CH2:13]2)=[O:10])[C:2]1[CH:7]=[CH:6][CH:5]=[CH:4][CH:3]=1.[C:43]12([NH2:53])[CH2:52][CH:47]3[CH2:48][CH:49]([CH2:51][CH:45]([CH2:46]3)[CH2:44]1)[CH2:50]2, predict the reaction product. The product is: [CH2:1]([O:8][C:9]([N:11]([CH2:32][C:33]([N:35]1[CH2:39][C@@H:38]([F:40])[CH2:37][C@H:36]1[C:41]#[N:42])=[O:34])[C:12]12[CH2:13][CH2:14][C:15]([C:20]([NH:53][C:43]34[CH2:44][CH:45]5[CH2:51][CH:49]([CH2:48][CH:47]([CH2:46]5)[CH2:52]3)[CH2:50]4)=[O:22])([CH2:18][CH2:19]1)[CH2:16][CH2:17]2)=[O:10])[C:2]1[CH:7]=[CH:6][CH:5]=[CH:4][CH:3]=1. (6) Given the reactants [CH2:1](O[C:3]1C=CC(C(O)=O)=[CH:7][C:2]=1[C:1](C)(C)C)[C:2]1[CH:7]=CC=C[CH:3]=1.[Br:22][C:23]1[CH:31]=[CH:30][C:26]([C:27]([OH:29])=[O:28])=[CH:25][C:24]=1[OH:32], predict the reaction product. The product is: [C:2]([O:28][C:27](=[O:29])[C:26]1[CH:30]=[CH:31][C:23]([Br:22])=[C:24]([OH:32])[CH:25]=1)([CH3:7])([CH3:3])[CH3:1]. (7) The product is: [CH2:27]([O:29][C:30](=[O:47])[CH2:31][C:32]1[CH:37]=[CH:36][C:35]([C:20]2[CH:21]=[CH:22][C:17]([C:16]3[O:15][N:14]=[C:13]([CH3:24])[C:12]=3[NH:11][C:10]([O:9][C@@H:7]([C:2]3[CH:3]=[CH:4][CH:5]=[CH:6][C:1]=3[CH3:26])[CH3:8])=[O:25])=[CH:18][CH:19]=2)=[CH:34][CH:33]=1)[CH3:28]. Given the reactants [C:1]1([CH3:26])[CH:6]=[CH:5][CH:4]=[CH:3][C:2]=1[C@H:7]([O:9][C:10](=[O:25])[NH:11][C:12]1[C:13]([CH3:24])=[N:14][O:15][C:16]=1[C:17]1[CH:22]=[CH:21][C:20](Br)=[CH:19][CH:18]=1)[CH3:8].[CH2:27]([O:29][C:30](=[O:47])[CH2:31][C:32]1[CH:37]=[CH:36][C:35](B2OC(C)(C)C(C)(C)O2)=[CH:34][CH:33]=1)[CH3:28], predict the reaction product. (8) Given the reactants [CH3:1][C:2]1[C:6]([CH3:7])=[C:5]([NH2:8])[N:4]([C:9]2[CH:14]=[CH:13][CH:12]=[CH:11][CH:10]=2)[N:3]=1.[OH-].[Na+].Cl[C:18]([O:20][C:21]1[CH:26]=[CH:25][CH:24]=[CH:23][CH:22]=1)=[O:19], predict the reaction product. The product is: [CH3:1][C:2]1[C:6]([CH3:7])=[C:5]([NH:8][C:18](=[O:19])[O:20][C:21]2[CH:26]=[CH:25][CH:24]=[CH:23][CH:22]=2)[N:4]([C:9]2[CH:14]=[CH:13][CH:12]=[CH:11][CH:10]=2)[N:3]=1. (9) Given the reactants Cl.[NH:2]1[C:7]2[N:8]=[CH:9][CH:10]=[CH:11][C:6]=2[C:5]2([CH2:16][CH2:15][NH:14][CH2:13][CH2:12]2)[O:4][C:3]1=[O:17].Cl[C:19]1[N:24]=[CH:23][N:22]=[C:21]([O:25][C:26]2[CH:27]=[C:28]([C:36](F)(F)F)[C:29]3[N:33]=[C:32]([CH3:34])[NH:31][C:30]=3[CH:35]=2)[CH:20]=1.CCN(C(C)C)C(C)C, predict the reaction product. The product is: [CH3:34][C:32]1[NH:31][C:30]2[CH:35]=[C:26]([O:25][C:21]3[N:22]=[CH:23][N:24]=[C:19]([N:14]4[CH2:13][CH2:12][C:5]5([O:4][C:3](=[O:17])[NH:2][C:7]6[N:8]=[CH:9][CH:10]=[CH:11][C:6]5=6)[CH2:16][CH2:15]4)[CH:20]=3)[CH:27]=[C:28]([CH3:36])[C:29]=2[N:33]=1.